This data is from Forward reaction prediction with 1.9M reactions from USPTO patents (1976-2016). The task is: Predict the product of the given reaction. (1) Given the reactants [Si]([O:8][C@H:9]([C:36]1[CH:41]=[CH:40][C:39]([OH:42])=[C:38]([CH2:43][OH:44])[CH:37]=1)[CH2:10][NH:11][C@H:12]([CH3:35])[CH2:13][C:14]1[CH:15]=[C:16]2[C:20](=[CH:21][CH:22]=1)[NH:19][C:18]([C:23]([NH:25][CH2:26][C:27]1[CH:32]=[CH:31][CH:30]=[CH:29][C:28]=1[O:33][CH3:34])=[O:24])=[CH:17]2)(C(C)(C)C)(C)C.[F-].[NH4+], predict the reaction product. The product is: [NH3:11].[OH:8][C@H:9]([C:36]1[CH:41]=[CH:40][C:39]([OH:42])=[C:38]([CH2:43][OH:44])[CH:37]=1)[CH2:10][NH:11][C@H:12]([CH3:35])[CH2:13][C:14]1[CH:15]=[C:16]2[C:20](=[CH:21][CH:22]=1)[NH:19][C:18]([C:23]([NH:25][CH2:26][C:27]1[CH:32]=[CH:31][CH:30]=[CH:29][C:28]=1[O:33][CH3:34])=[O:24])=[CH:17]2. (2) Given the reactants [O:1]=[C:2]1[N:7]([C:8]2[CH:9]=[N:10][C:11]([NH:14][C:15]3[CH:20]=[CH:19][CH:18]=[C:17]([C:21]4[S:22][CH:23]=[CH:24][N:25]=4)[N:16]=3)=[CH:12][CH:13]=2)[CH2:6][CH2:5][N:4](C(OC(C)(C)C)=O)[CH2:3]1.[ClH:33].O1CCOCC1, predict the reaction product. The product is: [ClH:33].[ClH:33].[S:22]1[CH:23]=[CH:24][N:25]=[C:21]1[C:17]1[N:16]=[C:15]([NH:14][C:11]2[N:10]=[CH:9][C:8]([N:7]3[CH2:6][CH2:5][NH:4][CH2:3][C:2]3=[O:1])=[CH:13][CH:12]=2)[CH:20]=[CH:19][CH:18]=1.